This data is from CYP2C9 inhibition data for predicting drug metabolism from PubChem BioAssay. The task is: Regression/Classification. Given a drug SMILES string, predict its absorption, distribution, metabolism, or excretion properties. Task type varies by dataset: regression for continuous measurements (e.g., permeability, clearance, half-life) or binary classification for categorical outcomes (e.g., BBB penetration, CYP inhibition). Dataset: cyp2c9_veith. (1) The compound is CC12CC(NC(=O)N1c1cccc(C(=O)NCc3ccccc3)c1)c1ccccc1O2. The result is 1 (inhibitor). (2) The molecule is COCCn1c(=O)c(CCc2ccccc2)nc2cncnc21. The result is 0 (non-inhibitor). (3) The molecule is FC(F)(F)c1ccccc1-c1nc(-n2ccnc2)c2ccccc2n1. The result is 0 (non-inhibitor). (4) The compound is CCOC(=O)C(C(=O)N(C)C)c1ncc(C(F)(F)F)cc1Cl. The result is 0 (non-inhibitor). (5) The drug is CC(C)(C)N1C(=O)[C@@H]2CC=C3C(=O)[C@H]4O[C@H]4[C@@H](O)[C@H]3[C@H]2C1=O. The result is 0 (non-inhibitor). (6) The drug is COc1ccccc1Cn1nnc2c(=O)[nH]c(C3CCN(C(=O)c4ccc(F)cc4)CC3)nc21. The result is 1 (inhibitor). (7) The drug is CO[C@@H]1COC(=O)[C@H](C)NC(=O)C/C=C\[C@@H](C)[C@H](OC)COC(=O)C/C=C\[C@@H]1C. The result is 0 (non-inhibitor). (8) The compound is CNCCNS(=O)(=O)c1cccc2cnccc12. The result is 0 (non-inhibitor). (9) The drug is O=C(O)C(Cl)(c1ccccc1)c1ccccc1. The result is 0 (non-inhibitor). (10) The molecule is CCCCN(CC)Cc1ccc(CNC(=O)Nc2ccc(OC)cc2OC)o1. The result is 0 (non-inhibitor).